This data is from Reaction yield outcomes from USPTO patents with 853,638 reactions. The task is: Predict the reaction yield, written as a fraction of the theoretical maximum amount of product (1.0 means a 100% yield; for example, 0.34 means a 34% yield). The reactants are [F:1][C:2]([F:11])([F:10])[C:3]([NH:5][CH2:6][C:7]([OH:9])=[O:8])=[O:4].[C:12]1(/[C:18](=[CH:21]\[CH3:22])/[CH2:19]O)[CH:17]=[CH:16][CH:15]=[CH:14][CH:13]=1.C1(N=C=NC2CCCCC2)CCCCC1. The catalyst is C(Cl)Cl.CN(C)C1C=CN=CC=1. The product is [F:1][C:2]([F:10])([F:11])[C:3]([NH:5][CH2:6][C:7]([O:9][CH2:19]/[C:18](/[C:12]1[CH:17]=[CH:16][CH:15]=[CH:14][CH:13]=1)=[CH:21]/[CH3:22])=[O:8])=[O:4]. The yield is 0.870.